From a dataset of Full USPTO retrosynthesis dataset with 1.9M reactions from patents (1976-2016). Predict the reactants needed to synthesize the given product. (1) Given the product [C:11]([O:10][C:9]([NH:8][C@@H:7]1[CH2:6][CH2:5][CH2:4][N:3]([C:29]([O:31][CH2:32][C:33]2[CH:38]=[CH:37][CH:36]=[CH:35][CH:34]=2)=[O:30])[C@@H:2]1[CH3:1])=[O:15])([CH3:14])([CH3:13])[CH3:12].[C:11]([O:10][C:9]([NH:8][C@@H:7]1[CH2:6][CH2:5][CH2:4][N:3]([C:29]([O:31][CH2:32][C:33]2[CH:38]=[CH:37][CH:36]=[CH:35][CH:34]=2)=[O:30])[C@H:2]1[CH3:1])=[O:15])([CH3:14])([CH3:13])[CH3:12], predict the reactants needed to synthesize it. The reactants are: [CH3:1][C@@H:2]1[CH:7]([NH:8][C:9](=[O:15])[O:10][C:11]([CH3:14])([CH3:13])[CH3:12])[CH2:6][CH2:5][CH2:4][NH:3]1.C(Cl)Cl.CCN(C(C)C)C(C)C.Cl[C:29]([O:31][CH2:32][C:33]1[CH:38]=[CH:37][CH:36]=[CH:35][CH:34]=1)=[O:30]. (2) Given the product [F:10][C:11]([F:19])([F:20])[C:12]1[CH:13]=[C:14]([NH:15][C:3]2[NH:8][C:7](=[O:9])[CH:6]=[CH:5][N:4]=2)[CH:16]=[CH:17][CH:18]=1, predict the reactants needed to synthesize it. The reactants are: CS[C:3]1[NH:8][C:7](=[O:9])[CH:6]=[CH:5][N:4]=1.[F:10][C:11]([F:20])([F:19])[C:12]1[CH:13]=[C:14]([CH:16]=[CH:17][CH:18]=1)[NH2:15]. (3) Given the product [Cl:15][C:11]1[C:12]([CH3:14])=[CH:13][C:8]2[N:7]=[C:25]([C:27]3[CH:32]=[CH:31][CH:30]=[C:29]([C:33]4[CH:38]=[C:37]([CH3:39])[N:36]=[C:35]([NH:40][CH2:41][CH2:42][O:43][CH3:44])[N:34]=4)[CH:28]=3)[CH2:24][C:23](=[O:45])[NH:16][C:9]=2[CH:10]=1, predict the reactants needed to synthesize it. The reactants are: C(OC(=O)[NH:7][C:8]1[CH:13]=[C:12]([CH3:14])[C:11]([Cl:15])=[CH:10][C:9]=1[NH2:16])(C)(C)C.C(O[C:23](=[O:45])[CH2:24][C:25]([C:27]1[CH:32]=[CH:31][CH:30]=[C:29]([C:33]2[CH:38]=[C:37]([CH3:39])[N:36]=[C:35]([NH:40][CH2:41][CH2:42][O:43][CH3:44])[N:34]=2)[CH:28]=1)=O)(C)(C)C. (4) The reactants are: [CH3:1][C:2]1[N:3]([C:27]2[CH:32]=[CH:31][CH:30]=[C:29]([C:33]([F:36])([F:35])[F:34])[CH:28]=2)[C:4](=[O:26])[C:5]([C:12]([NH:14][CH2:15][C:16]2[CH:21]=[CH:20][C:19]([S:22]([CH3:25])(=[O:24])=[O:23])=[CH:18][CH:17]=2)=[O:13])=[CH:6][C:7]=1[S:8](Cl)(=[O:10])=[O:9].N1C=CN=C1.C1C[O:45]CC1. Given the product [CH3:1][C:2]1[N:3]([C:27]2[CH:32]=[CH:31][CH:30]=[C:29]([C:33]([F:36])([F:35])[F:34])[CH:28]=2)[C:4](=[O:26])[C:5]([C:12]([NH:14][CH2:15][C:16]2[CH:21]=[CH:20][C:19]([S:22]([CH3:25])(=[O:24])=[O:23])=[CH:18][CH:17]=2)=[O:13])=[CH:6][C:7]=1[S:8]([OH:45])(=[O:10])=[O:9], predict the reactants needed to synthesize it. (5) Given the product [O:40]1[CH2:44][CH2:43][CH:42]([C:10]([NH:12][C:13]2[C:14]([CH3:30])=[CH:15][C:16]3[N:17]([CH:27]([CH3:28])[CH3:29])[C:18]4[C:23]([C:24]=3[C:25]=2[CH3:26])=[CH:22][CH:21]=[CH:20][CH:19]=4)=[O:11])[CH2:41]1, predict the reactants needed to synthesize it. The reactants are: C(C1CCCN([C:10]([NH:12][C:13]2[C:14]([CH3:30])=[CH:15][C:16]3[N:17]([CH:27]([CH3:29])[CH3:28])[C:18]4[C:23]([C:24]=3[C:25]=2[CH3:26])=[CH:22][CH:21]=[CH:20][CH:19]=4)=[O:11])C1)(=O)N.CN(C1C=CC=CN=1)C.[O:40]1[CH2:44][CH2:43][CH:42](C(O)=O)[CH2:41]1.CCN=C=NCCCN(C)C. (6) Given the product [C:28]1([N:15]2[C:14]3[CH:34]=[C:10]([O:9][CH2:8][CH2:7][CH2:6][CH2:5][CH2:4][C:3]([OH:35])=[O:2])[CH:11]=[CH:12][C:13]=3[N:17]=[C:16]2[S:18]([CH2:21][C:22]2[CH:23]=[CH:24][CH:25]=[CH:26][CH:27]=2)(=[O:19])=[O:20])[CH:29]=[CH:30][CH:31]=[CH:32][CH:33]=1, predict the reactants needed to synthesize it. The reactants are: C[O:2][C:3](=[O:35])[CH2:4][CH2:5][CH2:6][CH2:7][CH2:8][O:9][C:10]1[CH:11]=[CH:12][C:13]2[N:17]=[C:16]([S:18]([CH2:21][C:22]3[CH:27]=[CH:26][CH:25]=[CH:24][CH:23]=3)(=[O:20])=[O:19])[N:15]([C:28]3[CH:33]=[CH:32][CH:31]=[CH:30][CH:29]=3)[C:14]=2[CH:34]=1.[OH-].[Li+].